From a dataset of Merck oncology drug combination screen with 23,052 pairs across 39 cell lines. Regression. Given two drug SMILES strings and cell line genomic features, predict the synergy score measuring deviation from expected non-interaction effect. Drug 1: Cc1nc(Nc2ncc(C(=O)Nc3c(C)cccc3Cl)s2)cc(N2CCN(CCO)CC2)n1. Drug 2: COC1=C2CC(C)CC(OC)C(O)C(C)C=C(C)C(OC(N)=O)C(OC)C=CC=C(C)C(=O)NC(=CC1=O)C2=O. Cell line: SW620. Synergy scores: synergy=10.3.